From a dataset of Reaction yield outcomes from USPTO patents with 853,638 reactions. Predict the reaction yield, written as a fraction of the theoretical maximum amount of product (1.0 means a 100% yield; for example, 0.34 means a 34% yield). (1) The reactants are [F:1][C:2]([F:24])([F:23])[O:3][C:4]1[CH:5]=[C:6]2[C:11](=[CH:12][CH:13]=1)[NH:10][CH:9]([C:14]([F:17])([F:16])[F:15])[C:8]([C:18]([O:20]CC)=[O:19])=[CH:7]2.[OH-].[Na+]. The catalyst is CO.O. The product is [F:24][C:2]([F:1])([F:23])[O:3][C:4]1[CH:5]=[C:6]2[C:11](=[CH:12][CH:13]=1)[NH:10][CH:9]([C:14]([F:15])([F:16])[F:17])[C:8]([C:18]([OH:20])=[O:19])=[CH:7]2. The yield is 0.890. (2) The product is [F:24][C:8]1[C:7]2[O:6][C:5]3[C:14](=[CH:15][C:2]([C:31]4[C:26]([F:25])=[N:27][CH:28]=[CH:29][CH:30]=4)=[CH:3][CH:4]=3)[C@:13]3([N:20]=[C:19]([NH2:21])[CH2:18][O:17][CH2:16]3)[C:12]=2[CH:11]=[C:10]([O:22][CH3:23])[CH:9]=1. The catalyst is O1CCOCC1. The yield is 0.790. The reactants are Br[C:2]1[CH:15]=[C:14]2[C:5]([O:6][C:7]3[C:8]([F:24])=[CH:9][C:10]([O:22][CH3:23])=[CH:11][C:12]=3[C@:13]32[N:20]=[C:19]([NH2:21])[CH2:18][O:17][CH2:16]3)=[CH:4][CH:3]=1.[F:25][C:26]1[C:31](B(O)O)=[CH:30][CH:29]=[CH:28][N:27]=1.C(=O)([O-])[O-].[K+].[K+]. (3) The reactants are [CH2:1]([CH:8]1[C:17]2[C:12](=[CH:13][CH:14]=[C:15]([O:18][CH3:19])[CH:16]=2)[CH2:11][CH2:10][C:9]1=O)[C:2]1[CH:7]=[CH:6][CH:5]=[CH:4][CH:3]=1.[C:21]([NH2:25])(=[O:24])[CH2:22][CH3:23].O.C1(C)C=CC(S(O)(=O)=O)=CC=1. The yield is 0.650. The product is [CH2:1]([C:8]1[C:17]2[C:12](=[CH:13][CH:14]=[C:15]([O:18][CH3:19])[CH:16]=2)[CH2:11][CH2:10][C:9]=1[NH:25][C:21](=[O:24])[CH2:22][CH3:23])[C:2]1[CH:7]=[CH:6][CH:5]=[CH:4][CH:3]=1. The catalyst is C1(C)C=CC=CC=1.